This data is from Reaction yield outcomes from USPTO patents with 853,638 reactions. The task is: Predict the reaction yield, written as a fraction of the theoretical maximum amount of product (1.0 means a 100% yield; for example, 0.34 means a 34% yield). (1) The reactants are [Br:1][C:2]1[CH:7]=[C:6]([Cl:8])[N:5]=[C:4](Cl)[CH:3]=1.Cl.[O:11]1CCOCC1. The catalyst is [OH-].[Na+]. The product is [Br:1][C:2]1[CH:7]=[C:6]([Cl:8])[N:5]=[C:4]([OH:11])[CH:3]=1. The yield is 0.760. (2) The yield is 0.260. The reactants are [CH2:1]([Mg]Cl)[CH2:2][CH3:3].[CH:6]([C:8]1[C:16]2[O:15][CH2:14][CH:13]([C:17]3[CH:22]=[CH:21][C:20]([CH:23]([CH3:25])[CH3:24])=[CH:19][CH:18]=3)[C:12]=2[C:11]([CH3:26])=[C:10]([NH:27][C:28](=[O:34])[CH2:29][C:30]([CH3:33])([CH3:32])[CH3:31])[C:9]=1[CH3:35])=[O:7]. The catalyst is O. The product is [OH:7][CH:6]([C:8]1[C:16]2[O:15][CH2:14][CH:13]([C:17]3[CH:22]=[CH:21][C:20]([CH:23]([CH3:25])[CH3:24])=[CH:19][CH:18]=3)[C:12]=2[C:11]([CH3:26])=[C:10]([NH:27][C:28](=[O:34])[CH2:29][C:30]([CH3:33])([CH3:32])[CH3:31])[C:9]=1[CH3:35])[CH2:1][CH2:2][CH3:3]. (3) The reactants are Br[C:2]1[N:7]=[C:6]2[CH:8]=[C:9]([C:11]3[C:16]([F:17])=[CH:15][CH:14]=[CH:13][C:12]=3[Cl:18])[NH:10][C:5]2=[CH:4][CH:3]=1.[CH3:19][N:20]1[C:24](B(O)O)=[CH:23][C:22]([C:28]([F:31])([F:30])[F:29])=[N:21]1.O1CCOCC1.C(=O)([O-])[O-].[K+].[K+]. The catalyst is O.C1C=CC(P(C2C=CC=CC=2)[C-]2C=CC=C2)=CC=1.C1C=CC(P(C2C=CC=CC=2)[C-]2C=CC=C2)=CC=1.Cl[Pd]Cl.[Fe+2]. The product is [Cl:18][C:12]1[CH:13]=[CH:14][CH:15]=[C:16]([F:17])[C:11]=1[C:9]1[NH:10][C:5]2[C:6](=[N:7][C:2]([C:24]3[N:20]([CH3:19])[N:21]=[C:22]([C:28]([F:31])([F:30])[F:29])[CH:23]=3)=[CH:3][CH:4]=2)[CH:8]=1. The yield is 0.280.